From a dataset of Full USPTO retrosynthesis dataset with 1.9M reactions from patents (1976-2016). Predict the reactants needed to synthesize the given product. (1) Given the product [F:33][C:30]1[CH:31]=[CH:32][C:24]([NH:1][C:4]2[C:5]3[CH:6]=[CH:7][C:8]([NH:22][CH2:21][C:19]4[O:20][C:16]([CH3:15])=[CH:17][CH:18]=4)=[N:9][C:10]=3[CH:11]=[CH:12][CH:13]=2)=[C:25]2[C:29]=1[NH:28][CH:27]=[CH:26]2, predict the reactants needed to synthesize it. The reactants are: [N+:1]([C:4]1[CH:13]=[CH:12][CH:11]=[C:10]2[C:5]=1[CH:6]=[CH:7][C:8](Cl)=[N:9]2)([O-])=O.[CH3:15][C:16]1[O:20][C:19]([CH2:21][NH2:22])=[CH:18][CH:17]=1.Br[C:24]1[CH:32]=[CH:31][C:30]([F:33])=[C:29]2[C:25]=1[CH:26]=[CH:27][NH:28]2. (2) The reactants are: [N:1]([CH:4]([C:10]1[CH:20]=[CH:19][CH:18]=[CH:17][C:11]=1[C:12](OCC)=[O:13])[C:5]([O:7][CH2:8][CH3:9])=[O:6])=[N+]=[N-].C1CC=CCC=1.[Al].CCOC(C)=O. Given the product [O:13]=[C:12]1[C:11]2[C:10](=[CH:20][CH:19]=[CH:18][CH:17]=2)[CH:4]([C:5]([O:7][CH2:8][CH3:9])=[O:6])[NH:1]1, predict the reactants needed to synthesize it. (3) Given the product [N+:36]([C:33]1[CH:34]=[CH:35][C:30]([CH2:29][O:28][C:26]([NH:25][CH2:2][CH2:1][S:4][C:5]2[N:6]=[CH:7][N:8]3[CH:12]=[CH:11][S:10][C:9]=23)=[O:27])=[CH:31][CH:32]=1)([O-:38])=[O:37], predict the reactants needed to synthesize it. The reactants are: [C:1]([S:4][C:5]1[N:6]=[CH:7][N:8]2[CH:12]=[CH:11][S:10][C:9]=12)(=O)[CH3:2].C[O-].[Na+].CO.CS(OCC[NH:25][C:26]([O:28][CH2:29][C:30]1[CH:35]=[CH:34][C:33]([N+:36]([O-:38])=[O:37])=[CH:32][CH:31]=1)=[O:27])(=O)=O.[Cl-].[NH4+]. (4) Given the product [Br:1][C:2]1[CH:12]=[N:11][C:5]2[N:6]=[CH:7][C:8](=[O:10])[N:9]([CH2:21][CH:20]=[CH2:19])[C:4]=2[CH:3]=1, predict the reactants needed to synthesize it. The reactants are: [Br:1][C:2]1[CH:12]=[N:11][C:5]2[N:6]=[CH:7][C:8](=[O:10])[NH:9][C:4]=2[CH:3]=1.C([O-])([O-])=O.[K+].[K+].[CH2:19](I)[CH:20]=[CH2:21].O.